From a dataset of Forward reaction prediction with 1.9M reactions from USPTO patents (1976-2016). Predict the product of the given reaction. Given the reactants [F:1][C:2]1[CH:10]=[CH:9][C:8]([O:11][C:12]2[C:17]([C:18]3[O:22][CH:21]=[N:20][CH:19]=3)=[CH:16][CH:15]=[CH:14][N:13]=2)=[CH:7][C:3]=1[C:4](Cl)=[O:5].[CH3:23][N:24]([CH3:41])[CH2:25][CH2:26][CH2:27][N:28]([CH3:40])[C:29]1[C:30]([NH2:39])=[CH:31][C:32]([C:35]([F:38])([F:37])[F:36])=[CH:33][CH:34]=1.C1COCC1, predict the reaction product. The product is: [CH3:41][N:24]([CH3:23])[CH2:25][CH2:26][CH2:27][N:28]([CH3:40])[C:29]1[CH:34]=[CH:33][C:32]([C:35]([F:38])([F:36])[F:37])=[CH:31][C:30]=1[NH:39][C:4](=[O:5])[C:3]1[CH:7]=[C:8]([O:11][C:12]2[C:17]([C:18]3[O:22][CH:21]=[N:20][CH:19]=3)=[CH:16][CH:15]=[CH:14][N:13]=2)[CH:9]=[CH:10][C:2]=1[F:1].